From a dataset of Forward reaction prediction with 1.9M reactions from USPTO patents (1976-2016). Predict the product of the given reaction. (1) Given the reactants C(NC(C)C)(C)C.C([Li])CCC.[Cl:13][C:14]1[C:15]2[N:22]([CH3:23])[CH:21]=[CH:20][C:16]=2[N:17]=[CH:18][N:19]=1.C1(C)C=CC(S([Cl:33])(=O)=O)=CC=1, predict the reaction product. The product is: [Cl:13][C:14]1[C:15]2[N:22]([CH3:23])[C:21]([Cl:33])=[CH:20][C:16]=2[N:17]=[CH:18][N:19]=1. (2) Given the reactants [NH2:1][C:2]1[S:3][CH:4]=[C:5]([C:7]2[CH:12]=[CH:11][C:10]([NH:13][C:14](=[O:16])[CH3:15])=[CH:9][CH:8]=2)[N:6]=1.[Cl:17][C:18]1[CH:23]=[C:22]([Cl:24])[CH:21]=[C:20]([CH3:25])[C:19]=1[S:26](Cl)(=[O:28])=[O:27], predict the reaction product. The product is: [Cl:17][C:18]1[CH:23]=[C:22]([Cl:24])[CH:21]=[C:20]([CH3:25])[C:19]=1[S:26]([NH:1][C:2]1[S:3][CH:4]=[C:5]([C:7]2[CH:8]=[CH:9][C:10]([NH:13][C:14](=[O:16])[CH3:15])=[CH:11][CH:12]=2)[N:6]=1)(=[O:28])=[O:27].